Dataset: Forward reaction prediction with 1.9M reactions from USPTO patents (1976-2016). Task: Predict the product of the given reaction. (1) Given the reactants [CH2:1]([O:5][C:6](=[O:19])[C:7]1[CH:12]=[CH:11][C:10]([N:13]2[CH2:18][CH2:17][NH:16][CH2:15][CH2:14]2)=[CH:9][CH:8]=1)[CH2:2][CH2:3][CH3:4].[N:20]1([C:26]2[CH:34]=[CH:33][C:32]([N+:35]([O-:37])=[O:36])=[CH:31][C:27]=2[C:28](Cl)=[O:29])[CH2:25][CH2:24][O:23][CH2:22][CH2:21]1, predict the reaction product. The product is: [CH2:1]([O:5][C:6](=[O:19])[C:7]1[CH:8]=[CH:9][C:10]([N:13]2[CH2:14][CH2:15][N:16]([C:28](=[O:29])[C:27]3[CH:31]=[C:32]([N+:35]([O-:37])=[O:36])[CH:33]=[CH:34][C:26]=3[N:20]3[CH2:25][CH2:24][O:23][CH2:22][CH2:21]3)[CH2:17][CH2:18]2)=[CH:11][CH:12]=1)[CH2:2][CH2:3][CH3:4]. (2) Given the reactants [SH:1][C:2]1[N:3]([CH3:7])[CH:4]=[CH:5][N:6]=1.C(=O)([O-])[O-].[K+].[K+].CC1C=CC(S(O[CH2:25][CH2:26][S:27][C:28]2[CH:33]=[CH:32][C:31]([N+:34]([O-:36])=[O:35])=[CH:30][CH:29]=2)(=O)=O)=CC=1.O, predict the reaction product. The product is: [CH3:7][N:3]1[CH:4]=[CH:5][N:6]=[C:2]1[S:1][CH2:25][CH2:26][S:27][C:28]1[CH:33]=[CH:32][C:31]([N+:34]([O-:36])=[O:35])=[CH:30][CH:29]=1. (3) Given the reactants [OH:1][C:2]([CH3:12])([CH3:11])[C:3]([C:5]1[CH:10]=[CH:9][CH:8]=[CH:7][CH:6]=1)=[O:4].[CH:13]1[CH:18]=[C:17]2[C:19]([N:21]([CH2:24][C:25](O)=[O:26])[C:22](=[O:23])[C:16]2=[CH:15][CH:14]=1)=[O:20].CC1C=CC(S([O-])(=O)=O)=CC=1.C[N+]1(CCN=C=NC2CCCCC2)CCOCC1, predict the reaction product. The product is: [O:20]=[C:19]1[C:17]2[C:16](=[CH:15][CH:14]=[CH:13][CH:18]=2)[C:22](=[O:23])[N:21]1[CH2:24][C:25]([O:1][C:2]([CH3:12])([CH3:11])[C:3](=[O:4])[C:5]1[CH:10]=[CH:9][CH:8]=[CH:7][CH:6]=1)=[O:26].